This data is from NCI-60 drug combinations with 297,098 pairs across 59 cell lines. The task is: Regression. Given two drug SMILES strings and cell line genomic features, predict the synergy score measuring deviation from expected non-interaction effect. (1) Drug 1: CC1=CC=C(C=C1)C2=CC(=NN2C3=CC=C(C=C3)S(=O)(=O)N)C(F)(F)F. Drug 2: C(CCl)NC(=O)N(CCCl)N=O. Cell line: K-562. Synergy scores: CSS=6.11, Synergy_ZIP=-5.40, Synergy_Bliss=-7.30, Synergy_Loewe=-12.3, Synergy_HSA=-5.82. (2) Drug 2: C1=CC(=CC=C1CCCC(=O)O)N(CCCl)CCCl. Synergy scores: CSS=-9.46, Synergy_ZIP=0.304, Synergy_Bliss=-5.20, Synergy_Loewe=-10.8, Synergy_HSA=-9.15. Drug 1: CC1=C(C=C(C=C1)NC2=NC=CC(=N2)N(C)C3=CC4=NN(C(=C4C=C3)C)C)S(=O)(=O)N.Cl. Cell line: MDA-MB-435. (3) Drug 1: CS(=O)(=O)C1=CC(=C(C=C1)C(=O)NC2=CC(=C(C=C2)Cl)C3=CC=CC=N3)Cl. Drug 2: C(CC(=O)O)C(=O)CN.Cl. Synergy scores: CSS=3.85, Synergy_ZIP=-4.23, Synergy_Bliss=-8.42, Synergy_Loewe=-14.1, Synergy_HSA=-13.9. Cell line: COLO 205. (4) Drug 1: C1=CC(=CC=C1CCCC(=O)O)N(CCCl)CCCl. Drug 2: C1=NNC2=C1C(=O)NC=N2. Cell line: MDA-MB-435. Synergy scores: CSS=-7.21, Synergy_ZIP=-1.13, Synergy_Bliss=-10.1, Synergy_Loewe=-13.9, Synergy_HSA=-12.1. (5) Drug 1: CC12CCC3C(C1CCC2=O)CC(=C)C4=CC(=O)C=CC34C. Drug 2: CC1C(C(=O)NC(C(=O)N2CCCC2C(=O)N(CC(=O)N(C(C(=O)O1)C(C)C)C)C)C(C)C)NC(=O)C3=C4C(=C(C=C3)C)OC5=C(C(=O)C(=C(C5=N4)C(=O)NC6C(OC(=O)C(N(C(=O)CN(C(=O)C7CCCN7C(=O)C(NC6=O)C(C)C)C)C)C(C)C)C)N)C. Cell line: SF-539. Synergy scores: CSS=39.2, Synergy_ZIP=3.21, Synergy_Bliss=7.22, Synergy_Loewe=8.68, Synergy_HSA=8.08.